Dataset: Catalyst prediction with 721,799 reactions and 888 catalyst types from USPTO. Task: Predict which catalyst facilitates the given reaction. (1) Reactant: [N+:1]([C:4]1[CH:19]=[CH:18][C:7]([O:8][CH2:9][CH2:10][CH2:11][N:12]2[CH2:17][CH2:16][CH2:15][CH2:14][CH2:13]2)=[CH:6][CH:5]=1)([O-])=O. Product: [N:12]1([CH2:11][CH2:10][CH2:9][O:8][C:7]2[CH:6]=[CH:5][C:4]([NH2:1])=[CH:19][CH:18]=2)[CH2:13][CH2:14][CH2:15][CH2:16][CH2:17]1. The catalyst class is: 50. (2) Product: [NH2:18][C:19]1[N:20]=[C:21]([O:7][CH2:8][C:9]2[CH:10]=[C:11]([C:15]([OH:17])=[O:16])[CH:12]=[CH:13][CH:14]=2)[C:22]([C:33]#[N:34])=[C:23]([C:27]2[CH:28]=[CH:29][C:30]([O:44][CH2:45][CH2:46][OH:47])=[CH:31][CH:32]=2)[C:24]=1[C:25]#[N:26]. Reactant: CC(C)([O-])C.[K+].[OH:7][CH2:8][C:9]1[CH:10]=[C:11]([C:15]([OH:17])=[O:16])[CH:12]=[CH:13][CH:14]=1.[NH2:18][C:19]1[C:24]([C:25]#[N:26])=[C:23]([C:27]2[CH:32]=[CH:31][CH:30]=[CH:29][CH:28]=2)[C:22]([C:33]#[N:34])=[C:21](SC2C=CC=CC=2)[N:20]=1.Cl.C[O:44][CH2:45][CH2:46][O:47]C. The catalyst class is: 6. (3) Reactant: [N:1]1([CH2:6][C:7]2[CH:16]=[CH:15][C:10]([C:11]([O:13]C)=[O:12])=[CH:9][C:8]=2[O:17][CH3:18])[CH:5]=[CH:4][N:3]=[CH:2]1.[OH-].[Na+]. Product: [N:1]1([CH2:6][C:7]2[CH:16]=[CH:15][C:10]([C:11]([OH:13])=[O:12])=[CH:9][C:8]=2[O:17][CH3:18])[CH:5]=[CH:4][N:3]=[CH:2]1. The catalyst class is: 5. (4) Reactant: [C:1]([O:5][C:6]([N:8]1[CH2:13][CH2:12][CH:11]([CH:14]([C:16]2[CH:21]=[CH:20][C:19]([Br:22])=[CH:18][CH:17]=2)[OH:15])[CH2:10][CH2:9]1)=[O:7])([CH3:4])([CH3:3])[CH3:2].[C:23]1(O)[CH:28]=[CH:27][CH:26]=[CH:25][CH:24]=1.C1C=CC(P(C2C=CC=CC=2)C2C=CC=CC=2)=CC=1.CC(OC(/N=N/C(OC(C)C)=O)=O)C. Product: [C:1]([O:5][C:6]([N:8]1[CH2:9][CH2:10][CH:11]([CH:14]([C:16]2[CH:21]=[CH:20][C:19]([Br:22])=[CH:18][CH:17]=2)[O:15][C:23]2[CH:28]=[CH:27][CH:26]=[CH:25][CH:24]=2)[CH2:12][CH2:13]1)=[O:7])([CH3:4])([CH3:2])[CH3:3]. The catalyst class is: 1. (5) Reactant: Br[C:2]1[CH:3]=[CH:4][C:5]2[N:6]([N:8]=[N:9][C:10]=2[CH2:11][CH:12]([CH3:15])[CH2:13][CH3:14])[CH:7]=1.[CH3:16][C:17]1([CH3:33])[C:21]([CH3:23])([CH3:22])[O:20][B:19]([B:19]2[O:20][C:21]([CH3:23])([CH3:22])[C:17]([CH3:33])([CH3:16])[O:18]2)[O:18]1.CC([O-])=O.[K+]. Product: [CH3:15][CH:12]([CH2:13][CH3:14])[CH2:11][C:10]1[N:9]=[N:8][N:6]2[CH:7]=[C:2]([B:19]3[O:20][C:21]([CH3:23])([CH3:22])[C:17]([CH3:33])([CH3:16])[O:18]3)[CH:3]=[CH:4][C:5]=12. The catalyst class is: 75. (6) Reactant: [N+:1]([C:4]1[CH:9]=[CH:8][C:7]([NH2:10])=[C:6]([CH2:11][O:12][CH3:13])[CH:5]=1)([O-])=O.[H][H]. Product: [CH3:13][O:12][CH2:11][C:6]1[CH:5]=[C:4]([NH2:1])[CH:9]=[CH:8][C:7]=1[NH2:10]. The catalyst class is: 153. (7) Reactant: [N:1]([C@@H:4]1[C@@H:9]([NH:10][C:11]([O:13][C:14]([CH3:17])([CH3:16])[CH3:15])=[O:12])[CH2:8][CH2:7][C@@H:6]([C:18]([O:20]CC2C=CC=CC=2)=[O:19])[CH2:5]1)=[N+:2]=[N-:3].[OH-].[Li+]. Product: [N:1]([C@@H:4]1[C@@H:9]([NH:10][C:11]([O:13][C:14]([CH3:17])([CH3:15])[CH3:16])=[O:12])[CH2:8][CH2:7][C@@H:6]([C:18]([OH:20])=[O:19])[CH2:5]1)=[N+:2]=[N-:3]. The catalyst class is: 30. (8) Reactant: [F:1][C:2]1[CH:10]=[C:9]2[C:5]([C:6]([C:12]3[N:13]=[C:14]4[C:20]([C:21]([OH:23])=O)=[CH:19][N:18]([CH2:24][O:25][CH2:26][CH2:27][Si:28]([CH3:31])([CH3:30])[CH3:29])[C:15]4=[N:16][CH:17]=3)=[N:7][N:8]2[CH3:11])=[CH:4][CH:3]=1.Cl.[F:33][C:34]([CH3:39])([CH3:38])[C@H:35]([NH2:37])[CH3:36].C(N(CC)C(C)C)(C)C.CN(C(ON1N=NC2C=CC=NC1=2)=[N+](C)C)C.F[P-](F)(F)(F)(F)F. Product: [F:33][C:34]([CH3:39])([CH3:38])[C@H:35]([NH:37][C:21]([C:20]1[C:14]2[C:15](=[N:16][CH:17]=[C:12]([C:6]3[C:5]4[C:9](=[CH:10][C:2]([F:1])=[CH:3][CH:4]=4)[N:8]([CH3:11])[N:7]=3)[N:13]=2)[N:18]([CH2:24][O:25][CH2:26][CH2:27][Si:28]([CH3:30])([CH3:29])[CH3:31])[CH:19]=1)=[O:23])[CH3:36]. The catalyst class is: 136. (9) Reactant: [Br:1][C:2]1[CH:16]=[CH:15][C:5]([C:6]([NH:8][CH:9](Cl)[C:10]([Cl:13])([Cl:12])[Cl:11])=[O:7])=[CH:4][CH:3]=1.[Cl:17][C:18]1[N:23]=[CH:22][C:21]([NH2:24])=[CH:20][CH:19]=1. Product: [Br:1][C:2]1[CH:16]=[CH:15][C:5]([C:6]([NH:8][CH:9]([NH:24][C:21]2[CH:22]=[N:23][C:18]([Cl:17])=[CH:19][CH:20]=2)[C:10]([Cl:13])([Cl:12])[Cl:11])=[O:7])=[CH:4][CH:3]=1. The catalyst class is: 28. (10) Reactant: [C:1]([C:3]1[CH:8]=[CH:7][C:6]([N:9]([CH2:17][C:18]([F:21])([F:20])[F:19])[CH2:10][CH:11]([CH3:16])[C:12]([O:14]C)=[O:13])=[CH:5][C:4]=1[C:22]([F:25])([F:24])[F:23])#[N:2].[OH-].[Na+]. Product: [C:1]([C:3]1[CH:8]=[CH:7][C:6]([N:9]([CH2:17][C:18]([F:21])([F:19])[F:20])[CH2:10][CH:11]([CH3:16])[C:12]([OH:14])=[O:13])=[CH:5][C:4]=1[C:22]([F:23])([F:25])[F:24])#[N:2]. The catalyst class is: 36.